Dataset: Full USPTO retrosynthesis dataset with 1.9M reactions from patents (1976-2016). Task: Predict the reactants needed to synthesize the given product. Given the product [Br:1][C:2]1[CH:19]=[C:6]2[C:5](=[N:4][CH:3]=1)[N:16]([C@@H:18]1[CH2:27][CH2:22][CH2:23][N:24]([C:28]([O:30][C:31]([CH3:32])([CH3:34])[CH3:33])=[O:29])[CH2:25]1)[CH:15]=[C:9]([C:10]([O:12][CH2:13][CH3:14])=[O:11])[C:7]2=[O:8], predict the reactants needed to synthesize it. The reactants are: [Br:1][C:2]1[CH:3]=[N:4][C:5](F)=[C:6]([CH:19]=1)[C:7]([C:9](=[CH:15][N:16]([CH3:18])C)[C:10]([O:12][CH2:13][CH3:14])=[O:11])=[O:8].N[C@@H:22]1[CH2:27]C[CH2:25][N:24]([C:28]([O:30][C:31]([CH3:34])([CH3:33])[CH3:32])=[O:29])[CH2:23]1.C(=O)([O-])[O-].[K+].[K+].Cl.